This data is from Full USPTO retrosynthesis dataset with 1.9M reactions from patents (1976-2016). The task is: Predict the reactants needed to synthesize the given product. (1) Given the product [NH2:2][CH2:1][C:3]1[CH:4]=[C:5]2[C:11]([C:12]3[CH:13]=[C:14]([CH:35]=[CH:36][CH:37]=3)[CH2:15][NH:16][C:17]([C:19]3[C:20](=[O:34])[N:21]([CH2:25][C:26]4[CH:31]=[CH:30][C:29]([F:32])=[C:28]([F:33])[CH:27]=4)[CH:22]=[CH:23][CH:24]=3)=[O:18])=[CH:10][NH:9][C:6]2=[N:7][CH:8]=1, predict the reactants needed to synthesize it. The reactants are: [C:1]([C:3]1[CH:4]=[C:5]2[C:11]([C:12]3[CH:13]=[C:14]([CH:35]=[CH:36][CH:37]=3)[CH2:15][NH:16][C:17]([C:19]3[C:20](=[O:34])[N:21]([CH2:25][C:26]4[CH:31]=[CH:30][C:29]([F:32])=[C:28]([F:33])[CH:27]=4)[CH:22]=[CH:23][CH:24]=3)=[O:18])=[CH:10][NH:9][C:6]2=[N:7][CH:8]=1)#[N:2].FC1C=C(C=CC=1F)CN1C=CC=C(C(NCC2C=C(B(O)O)C=CC=2)=O)C1=O.[B].C(OC(=O)NCC1C=C2C=CNC2=NC=1)(C)(C)C. (2) The reactants are: [NH2:1][C:2]1[N:7]=[C:6]([Cl:8])[C:5]([CH:9]=O)=[C:4](Cl)[N:3]=1.[CH2:12]([C@@H:16]1[NH:21][CH2:20][CH2:19][N:18](C(OC(C)(C)C)=O)[CH2:17]1)[CH:13]([CH3:15])[CH3:14].CCN(C(C)C)C(C)C.C(N(CC)CC)C.[CH3:45][NH:46][NH2:47]. Given the product [ClH:8].[ClH:8].[CH2:12]([C@H:16]1[CH2:17][NH:18][CH2:19][CH2:20][N:21]1[C:6]1[N:7]=[C:2]([NH2:1])[N:3]=[C:4]2[N:46]([CH3:45])[N:47]=[CH:9][C:5]=12)[CH:13]([CH3:14])[CH3:15], predict the reactants needed to synthesize it. (3) Given the product [Cl:1][C:2]1[CH:7]=[CH:6][CH:5]=[CH:4][C:3]=1[NH:8][C:9]([C:11]1[CH:15]=[CH:14][N:13]([S:26]([C:23]2[CH:24]=[CH:25][C:20]([C:16]([CH3:19])([CH3:18])[CH3:17])=[CH:21][CH:22]=2)(=[O:28])=[O:27])[N:12]=1)=[O:10], predict the reactants needed to synthesize it. The reactants are: [Cl:1][C:2]1[CH:7]=[CH:6][CH:5]=[CH:4][C:3]=1[NH:8][C:9]([C:11]1[CH:15]=[CH:14][NH:13][N:12]=1)=[O:10].[C:16]([C:20]1[CH:25]=[CH:24][C:23]([S:26](Cl)(=[O:28])=[O:27])=[CH:22][CH:21]=1)([CH3:19])([CH3:18])[CH3:17]. (4) Given the product [F:26][C:18]1([F:25])[C@H:19]([OH:24])[C@@H:20]([CH2:22][OH:23])[O:21][C@H:17]1[N:11]1[CH:10]=[CH:9][C:15]([NH:16][C:2]([O:4][CH2:5][CH:6]([CH3:8])[CH3:7])=[O:3])=[N:14][C:12]1=[O:13], predict the reactants needed to synthesize it. The reactants are: Cl[C:2]([O:4][CH2:5][CH:6]([CH3:8])[CH3:7])=[O:3].[CH:9]1[C:15]([NH2:16])=[N:14][C:12](=[O:13])[N:11]([C@@H:17]2[O:21][C@H:20]([CH2:22][OH:23])[C@@H:19]([OH:24])[C:18]2([F:26])[F:25])[CH:10]=1.Cl. (5) Given the product [C:1]([O:5][C:6](=[O:24])[NH:7][C@@H:8]1[C:14](=[O:15])[N:13]([CH2:32][CH2:31][O:30][C:29]2[CH:34]=[CH:35][C:26]([F:25])=[CH:27][CH:28]=2)[C:12]2[CH:16]=[CH:17][CH:18]=[CH:19][C:11]=2[C:10]2[CH:20]=[CH:21][CH:22]=[CH:23][C:9]1=2)([CH3:4])([CH3:2])[CH3:3], predict the reactants needed to synthesize it. The reactants are: [C:1]([O:5][C:6](=[O:24])[NH:7][C@@H:8]1[C:14](=[O:15])[NH:13][C:12]2[CH:16]=[CH:17][CH:18]=[CH:19][C:11]=2[C:10]2[CH:20]=[CH:21][CH:22]=[CH:23][C:9]1=2)([CH3:4])([CH3:3])[CH3:2].[F:25][C:26]1[CH:35]=[CH:34][C:29]([O:30][CH2:31][CH2:32]Br)=[CH:28][CH:27]=1.